From a dataset of Full USPTO retrosynthesis dataset with 1.9M reactions from patents (1976-2016). Predict the reactants needed to synthesize the given product. (1) Given the product [NH2:22][C:20]1[CH:19]=[CH:18][C:3]([C:4]([NH:6][CH2:7][C:8]([OH:10])=[O:9])=[O:5])=[C:2]([F:1])[CH:21]=1, predict the reactants needed to synthesize it. The reactants are: [F:1][C:2]1[CH:21]=[C:20]([N+:22]([O-])=O)[CH:19]=[CH:18][C:3]=1[C:4]([NH:6][CH2:7][C:8]([O:10]CC1C=CC=CC=1)=[O:9])=[O:5]. (2) Given the product [F:30][C:31]1[CH:36]=[CH:35][C:34]([C:2]2[CH:3]=[CH:4][CH:5]=[C:6]3[C:10]=2[C:9](=[O:11])[N:8]([CH2:12][CH2:13][C:14]2[N:19]=[C:18]4[CH:20]=[CH:21][S:22][C:17]4=[CH:16][CH:15]=2)[CH2:7]3)=[CH:33][CH:32]=1, predict the reactants needed to synthesize it. The reactants are: Br[C:2]1[CH:3]=[CH:4][CH:5]=[C:6]2[C:10]=1[C:9](=[O:11])[N:8]([CH2:12][CH2:13][C:14]1[N:19]=[C:18]3[CH:20]=[CH:21][S:22][C:17]3=[CH:16][CH:15]=1)[CH2:7]2.O.C([O-])([O-])=O.[K+].[K+].[F:30][C:31]1[CH:36]=[CH:35][C:34](B(O)O)=[CH:33][CH:32]=1.